The task is: Predict the reaction yield, written as a fraction of the theoretical maximum amount of product (1.0 means a 100% yield; for example, 0.34 means a 34% yield).. This data is from Reaction yield outcomes from USPTO patents with 853,638 reactions. The reactants are [F:1][C:2]([F:21])([F:20])[C:3]1[CH:8]=[CH:7][C:6]([C:9]2[CH:10]=[C:11]3[C:16](=[CH:17][CH:18]=2)[NH:15][C:14](=[O:19])[CH2:13][CH2:12]3)=[CH:5][CH:4]=1.C(=O)([O-])[O-].[K+].[K+].Br[CH2:29][C:30]([O:32][C:33]([CH3:36])([CH3:35])[CH3:34])=[O:31].O. The catalyst is CN(C)C=O. The product is [O:19]=[C:14]1[CH2:13][CH2:12][C:11]2[C:16](=[CH:17][CH:18]=[C:9]([C:6]3[CH:5]=[CH:4][C:3]([C:2]([F:1])([F:20])[F:21])=[CH:8][CH:7]=3)[CH:10]=2)[N:15]1[CH2:29][C:30]([O:32][C:33]([CH3:36])([CH3:35])[CH3:34])=[O:31]. The yield is 0.610.